From a dataset of Full USPTO retrosynthesis dataset with 1.9M reactions from patents (1976-2016). Predict the reactants needed to synthesize the given product. (1) Given the product [C:6]([CH:2]([C:1]#[N:5])[C:3]#[N:4])(=[O:13])[C:7]1[CH:12]=[CH:11][CH:10]=[CH:9][CH:8]=1, predict the reactants needed to synthesize it. The reactants are: [C:1](#[N:5])[CH2:2][C:3]#[N:4].[C:6](Cl)(=[O:13])[C:7]1[CH:12]=[CH:11][CH:10]=[CH:9][CH:8]=1.[OH-].[Na+]. (2) Given the product [Br:5][C:6]1[CH:11]=[CH:10][C:9]([S:12]([N:1]2[CH2:4][CH2:3][CH2:2]2)(=[O:14])=[O:13])=[CH:8][CH:7]=1, predict the reactants needed to synthesize it. The reactants are: [NH:1]1[CH2:4][CH2:3][CH2:2]1.[Br:5][C:6]1[CH:11]=[CH:10][C:9]([S:12](Cl)(=[O:14])=[O:13])=[CH:8][CH:7]=1.